This data is from Forward reaction prediction with 1.9M reactions from USPTO patents (1976-2016). The task is: Predict the product of the given reaction. (1) Given the reactants Br[C:2]1[C:10]2[N:9]3[CH2:11][CH2:12][NH:13][C:14](=[O:15])[C:8]3=[CH:7][C:6]=2[CH:5]=[C:4]([C:16]#[N:17])[CH:3]=1.[F:18][C:19]1[CH:20]=[C:21](B(O)O)[CH:22]=[C:23]([F:25])[CH:24]=1, predict the reaction product. The product is: [F:18][C:19]1[CH:20]=[C:21]([C:2]2[C:10]3[N:9]4[CH2:11][CH2:12][NH:13][C:14](=[O:15])[C:8]4=[CH:7][C:6]=3[CH:5]=[C:4]([C:16]#[N:17])[CH:3]=2)[CH:22]=[C:23]([F:25])[CH:24]=1. (2) Given the reactants [Cl:1][C:2]1[CH:12]=[CH:11][CH:10]=[C:9]([Si:13]([CH3:16])([CH3:15])[CH3:14])[C:3]=1[C:4]([NH:6][CH2:7][CH3:8])=[O:5].C[Si]([N-][Si](C)(C)C)(C)C.[Na+].Cl[CH2:28][S:29][CH3:30], predict the reaction product. The product is: [Cl:1][C:2]1[CH:12]=[CH:11][CH:10]=[C:9]([Si:13]([CH3:15])([CH3:14])[CH3:16])[C:3]=1[C:4]([N:6]([CH2:7][CH3:8])[CH2:28][S:29][CH3:30])=[O:5]. (3) Given the reactants [F:1][C:2]1[CH:3]=[C:4]([C:8]2[N:21]=[C:11]3[N:12]=[C:13](S(C)(=O)=O)[N:14]=[C:15]([NH2:16])[N:10]3[N:9]=2)[CH:5]=[CH:6][CH:7]=1.[NH:22]1[CH2:27][CH2:26][NH:25][CH2:24][CH2:23]1, predict the reaction product. The product is: [F:1][C:2]1[CH:3]=[C:4]([C:8]2[N:21]=[C:11]3[N:12]=[C:13]([N:22]4[CH2:27][CH2:26][NH:25][CH2:24][CH2:23]4)[N:14]=[C:15]([NH2:16])[N:10]3[N:9]=2)[CH:5]=[CH:6][CH:7]=1. (4) Given the reactants [NH2:1][C:2]1[CH:11]=[C:10]2[C:5]([CH:6]=[CH:7][CH:8]=[N:9]2)=[CH:4][CH:3]=1.[Br:12][C:13]1[CH:21]=[CH:20][C:16]([C:17](O)=[O:18])=[CH:15][CH:14]=1, predict the reaction product. The product is: [Br:12][C:13]1[CH:21]=[CH:20][C:16]([C:17]([NH:1][C:2]2[CH:11]=[C:10]3[C:5]([CH:6]=[CH:7][CH:8]=[N:9]3)=[CH:4][CH:3]=2)=[O:18])=[CH:15][CH:14]=1. (5) Given the reactants [C:1]([N:8]1[CH2:13][CH2:12][C:11](=O)[CH2:10][CH2:9]1)([O:3][C:4]([CH3:7])([CH3:6])[CH3:5])=[O:2].[N:15]1[C:24]2[CH:23]([NH2:25])[CH2:22][CH2:21][CH2:20][C:19]=2[CH:18]=[CH:17][CH:16]=1.C(O[BH-](OC(=O)C)OC(=O)C)(=O)C.[Na+].C(O)(=O)C, predict the reaction product. The product is: [C:4]([O:3][C:1]([N:8]1[CH2:13][CH2:12][CH:11]([NH:25][CH:23]2[C:24]3[N:15]=[CH:16][CH:17]=[CH:18][C:19]=3[CH2:20][CH2:21][CH2:22]2)[CH2:10][CH2:9]1)=[O:2])([CH3:7])([CH3:6])[CH3:5]. (6) Given the reactants Cl[C:2]1[CH:3]=[C:4]2[C:8](=[CH:9][CH:10]=1)[N:7]([CH2:11][C:12]([O:14][C:15]([CH3:18])([CH3:17])[CH3:16])=[O:13])[C:6]([CH3:19])=[C:5]2C1C2C(=CC=CC=2)C(Cl)=NN=1.[Br:31]C1C2C(=CC=CC=2)NC=1C.C([O-])([O-])=O.[K+].[K+].C(OC(=O)CBr)(C)(C)C, predict the reaction product. The product is: [Br:31][C:5]1[C:4]2[C:8](=[CH:9][CH:10]=[CH:2][CH:3]=2)[N:7]([CH2:11][C:12]([O:14][C:15]([CH3:18])([CH3:17])[CH3:16])=[O:13])[C:6]=1[CH3:19]. (7) Given the reactants [Cl:1][C:2]1[C:3]([CH:34]=[CH2:35])=[C:4]([C:30](OC)=[O:31])[C:5]2[CH:6]=[N:7][N:8]([C:11]([C:24]3[CH:29]=[CH:28][CH:27]=[CH:26][CH:25]=3)([C:18]3[CH:23]=[CH:22][CH:21]=[CH:20][CH:19]=3)[C:12]3[CH:17]=[CH:16][CH:15]=[CH:14][CH:13]=3)[C:9]=2[CH:10]=1.[H-].[H-].[H-].[H-].[Li+].[Al+3].[Si:42](Cl)([C:45]([CH3:48])([CH3:47])[CH3:46])([CH3:44])[CH3:43], predict the reaction product. The product is: [Si:42]([O:31][CH2:30][C:4]1[C:3]([CH:34]=[CH2:35])=[C:2]([Cl:1])[CH:10]=[C:9]2[C:5]=1[CH:6]=[N:7][N:8]2[C:11]([C:12]1[CH:17]=[CH:16][CH:15]=[CH:14][CH:13]=1)([C:24]1[CH:25]=[CH:26][CH:27]=[CH:28][CH:29]=1)[C:18]1[CH:23]=[CH:22][CH:21]=[CH:20][CH:19]=1)([C:45]([CH3:48])([CH3:47])[CH3:46])([CH3:44])[CH3:43]. (8) Given the reactants [CH2:1]([O:5][CH2:6][CH2:7][O:8][C:9]1[CH:14]=[CH:13][C:12]([C:15]2[CH:16]=[CH:17][C:18]3[N:25]([CH2:26][CH:27]([CH3:29])[CH3:28])[CH2:24][CH2:23][CH2:22][C:21]([C:30](O)=[O:31])=[CH:20][C:19]=3[CH:33]=2)=[CH:11][CH:10]=1)[CH2:2][CH2:3][CH3:4].[CH3:34][N:35]([CH:37]=O)[CH3:36].S(Cl)(Cl)=O, predict the reaction product. The product is: [CH2:1]([O:5][CH2:6][CH2:7][O:8][C:9]1[CH:10]=[CH:11][C:12]([C:15]2[CH:16]=[CH:17][C:18]3[N:25]([CH2:26][CH:27]([CH3:28])[CH3:29])[CH2:24][CH2:23][CH2:22][C:21]([C:30]([NH:25][C:18]4[CH:19]=[CH:33][C:15]([CH2:37][N:35]([CH3:34])[CH:36]5[CH2:7][CH2:6][O:5][CH2:1][CH2:2]5)=[CH:16][CH:17]=4)=[O:31])=[CH:20][C:19]=3[CH:33]=2)=[CH:13][CH:14]=1)[CH2:2][CH2:3][CH3:4]. (9) Given the reactants [CH:1]1([C:4]([NH:6][C:7]2[N:8]=[CH:9][C:10]3[C:15]([CH:16]=2)=[CH:14][CH:13]=[C:12]([C:17]2[CH:18]=[C:19]([CH:32]=[CH:33][C:34]=2[CH3:35])[C:20]([NH:22][C:23]2([C:27](OCC)=[O:28])[CH2:26][CH2:25][CH2:24]2)=[O:21])[CH:11]=3)=[O:5])[CH2:3][CH2:2]1.O1CCCC1.[H-].[Al+3].[Li+].[H-].[H-].[H-], predict the reaction product. The product is: [CH:1]1([C:4]([NH:6][C:7]2[N:8]=[CH:9][C:10]3[C:15]([CH:16]=2)=[CH:14][CH:13]=[C:12]([C:17]2[CH:18]=[C:19]([CH:32]=[CH:33][C:34]=2[CH3:35])[C:20]([NH:22][C:23]2([CH2:27][OH:28])[CH2:26][CH2:25][CH2:24]2)=[O:21])[CH:11]=3)=[O:5])[CH2:2][CH2:3]1. (10) The product is: [CH3:17][O:16][CH2:14][CH:2]1[CH2:3][NH:4][CH2:5][CH2:6][NH:1]1. Given the reactants [N:1]1(C(OC(C)(C)C)=O)[CH2:6][CH2:5][N:4](C(OC(C)(C)C)=O)[CH2:3][C@H:2]1[C:14]([O:16][CH2:17]C)=O.Cl, predict the reaction product.